From a dataset of Catalyst prediction with 721,799 reactions and 888 catalyst types from USPTO. Predict which catalyst facilitates the given reaction. (1) Product: [OH:13][CH2:12][CH2:11][NH:10][CH2:8][C:7]1[CH:16]=[C:17]([S:20]([NH2:21])(=[O:23])=[O:22])[CH:18]=[CH:19][C:6]=1[O:5][C:4]1[CH:24]=[CH:25][C:26]([S:27][CH3:28])=[C:2]([CH3:1])[CH:3]=1. Reactant: [CH3:1][C:2]1[CH:3]=[C:4]([CH:24]=[CH:25][C:26]=1[S:27][CH3:28])[O:5][C:6]1[CH:19]=[CH:18][C:17]([S:20](=[O:23])(=[O:22])[NH2:21])=[CH:16][C:7]=1[C:8]([NH:10][CH2:11][C:12](OC)=[O:13])=O.B.C1COCC1. The catalyst class is: 1. (2) Reactant: [OH:1][C:2]([CH3:19])([CH3:18])[CH2:3][C:4]1[CH:9]=[CH:8][N:7]=[C:6]([NH:10][C:11](=[O:17])[O:12][C:13]([CH3:16])([CH3:15])[CH3:14])[CH:5]=1.[H-].[Na+].F[C:23]1[C:32]2[C:27](=[CH:28][CH:29]=[CH:30][CH:31]=2)[C:26]([N+:33]([O-:35])=[O:34])=[CH:25][CH:24]=1. Product: [CH3:18][C:2]([O:1][C:23]1[C:32]2[C:27](=[CH:28][CH:29]=[CH:30][CH:31]=2)[C:26]([N+:33]([O-:35])=[O:34])=[CH:25][CH:24]=1)([CH3:19])[CH2:3][C:4]1[CH:9]=[CH:8][N:7]=[C:6]([NH:10][C:11](=[O:17])[O:12][C:13]([CH3:14])([CH3:16])[CH3:15])[CH:5]=1. The catalyst class is: 3. (3) Reactant: [CH2:1]([O:3][C:4]([C:6]1[NH:7][C:8]2[C:13]([CH:14]=1)=[CH:12][C:11]([Br:15])=[CH:10][CH:9]=2)=[O:5])[CH3:2].[H-].[Na+].[CH2:18](Br)[C:19]1[CH:24]=[CH:23][CH:22]=[CH:21][CH:20]=1.[NH4+].[Cl-]. Product: [CH2:1]([O:3][C:4]([C:6]1[N:7]([CH2:18][C:19]2[CH:24]=[CH:23][CH:22]=[CH:21][CH:20]=2)[C:8]2[C:13]([CH:14]=1)=[CH:12][C:11]([Br:15])=[CH:10][CH:9]=2)=[O:5])[CH3:2]. The catalyst class is: 215. (4) The catalyst class is: 3. Product: [Br:22][C:19]1[CH:20]=[CH:21][C:16]([O:14][C:11]2[CH:10]=[CH:9][C:8]([O:1][C:2]3[CH:7]=[CH:6][CH:5]=[CH:4][CH:3]=3)=[CH:13][CH:12]=2)=[N:17][CH:18]=1. Reactant: [O:1]([C:8]1[CH:13]=[CH:12][C:11]([OH:14])=[CH:10][CH:9]=1)[C:2]1[CH:7]=[CH:6][CH:5]=[CH:4][CH:3]=1.Br[C:16]1[CH:21]=[CH:20][C:19]([Br:22])=[CH:18][N:17]=1.C(=O)([O-])[O-].[K+].[K+].